This data is from Reaction yield outcomes from USPTO patents with 853,638 reactions. The task is: Predict the reaction yield, written as a fraction of the theoretical maximum amount of product (1.0 means a 100% yield; for example, 0.34 means a 34% yield). (1) The reactants are [NH2:1][C:2]1[CH:7]=[CH:6][CH:5]=[CH:4][C:3]=1[C:8]1[NH:9][C:10]2[C:15]([CH:16]=1)=[CH:14][CH:13]=[CH:12][CH:11]=2.[CH2:17]1[O:21][C:20]2[CH:22]=[C:23]([CH2:26][C:27](O)=[O:28])[CH:24]=[CH:25][C:19]=2[O:18]1. No catalyst specified. The product is [O:18]1[C:19]2[CH:25]=[CH:24][C:23]([CH2:26][C:27]([NH:1][C:2]3[CH:7]=[CH:6][CH:5]=[CH:4][C:3]=3[C:8]3[NH:9][C:10]4[C:15]([CH:16]=3)=[CH:14][CH:13]=[CH:12][CH:11]=4)=[O:28])=[CH:22][C:20]=2[O:21][CH2:17]1. The yield is 0.550. (2) The reactants are O[CH:2]=[C:3]1[C:11]2[C:6](=[CH:7][C:8]([C:12]([C:14]3[CH:19]=[CH:18][C:17]([NH:20][C:21]([C:23]4[N:24]([C:29]([CH3:32])([CH3:31])[CH3:30])[N:25]=[C:26]([CH3:28])[CH:27]=4)=[O:22])=[CH:16][CH:15]=3)=[O:13])=[CH:9][CH:10]=2)[NH:5][C:4]1=[O:33].[NH2:34][C:35]1[CH:36]=[C:37]([OH:41])[CH:38]=[CH:39][CH:40]=1. The catalyst is C1COCC1. The product is [OH:41][C:37]1[CH:36]=[C:35]([NH:34][CH:2]=[C:3]2[C:11]3[C:6](=[CH:7][C:8]([C:12]([C:14]4[CH:15]=[CH:16][C:17]([NH:20][C:21]([C:23]5[N:24]([C:29]([CH3:31])([CH3:30])[CH3:32])[N:25]=[C:26]([CH3:28])[CH:27]=5)=[O:22])=[CH:18][CH:19]=4)=[O:13])=[CH:9][CH:10]=3)[NH:5][C:4]2=[O:33])[CH:40]=[CH:39][CH:38]=1. The yield is 0.310.